Task: Predict the reactants needed to synthesize the given product.. Dataset: Full USPTO retrosynthesis dataset with 1.9M reactions from patents (1976-2016) (1) Given the product [N:6]1[CH:7]=[CH:8][CH:9]=[C:4]([C:3]2[N:10]=[C:19]([C:18]3[CH:22]=[CH:23][CH:24]=[C:16]([S:13]([C:12]([F:26])([F:11])[F:25])(=[O:14])=[O:15])[CH:17]=3)[O:1][N:2]=2)[CH:5]=1, predict the reactants needed to synthesize it. The reactants are: [OH:1][NH:2][C:3](=[NH:10])[C:4]1[CH:9]=[CH:8][CH:7]=[N:6][CH:5]=1.[F:11][C:12]([F:26])([F:25])[S:13]([C:16]1[CH:17]=[C:18]([CH:22]=[CH:23][CH:24]=1)[C:19](Cl)=O)(=[O:15])=[O:14].N. (2) Given the product [Br:17][C:2]1[CH:3]=[CH:18][C:5]2[N:9]([CH:8]=[C:7]([NH2:10])[N:6]=2)[CH:1]=1, predict the reactants needed to synthesize it. The reactants are: [CH2:1]1[N:9]2[C:5](=[N:6][C:7]([NH:10]C(C(F)(F)F)=O)=[CH:8]2)O[CH:3]=[C:2]1[Br:17].[CH2:18]1COCC1.CO.C(=O)([O-])[O-].[K+].[K+].